From a dataset of Catalyst prediction with 721,799 reactions and 888 catalyst types from USPTO. Predict which catalyst facilitates the given reaction. (1) Reactant: [CH3:1][O:2][C:3](=[O:16])[CH:4]=[CH:5][C:6]1[CH:11]=[CH:10][CH:9]=[C:8]([S:12](Cl)(=[O:14])=[O:13])[CH:7]=1.[CH3:17][NH:18][C:19]1[CH:24]=[CH:23][CH:22]=[CH:21][CH:20]=1.N1C=CC=CC=1. Product: [CH3:1][O:2][C:3](=[O:16])[CH:4]=[CH:5][C:6]1[CH:11]=[CH:10][CH:9]=[C:8]([S:12](=[O:14])(=[O:13])[N:18]([CH3:17])[C:19]2[CH:24]=[CH:23][CH:22]=[CH:21][CH:20]=2)[CH:7]=1. The catalyst class is: 4. (2) Reactant: [Br:1][C:2]1[O:6][C:5]([CH:7]2[CH2:9][CH2:8]2)=[N:4][C:3]=1[C:10]([O:12][CH3:13])=[O:11].[CH3:14]C(C[AlH]CC(C)C)C. Product: [Br:1][C:2]1[O:6][C:5]([CH:7]2[CH2:9][CH2:8]2)=[N:4][C:3]=1[C:10]([O:12][CH2:13][CH3:14])=[O:11]. The catalyst class is: 7. (3) Reactant: [CH3:1][O:2][C:3]1[C:12]2[C:7](=[CH:8][CH:9]=[CH:10][CH:11]=2)[C:6]([O:13][CH3:14])=[CH:5][C:4]=1[C:15](=[O:20])[C:16](=[N:18]O)[CH3:17].[ClH:21]. Product: [ClH:21].[NH2:18][CH:16]([CH3:17])[C:15]([C:4]1[CH:5]=[C:6]([O:13][CH3:14])[C:7]2[C:12](=[CH:11][CH:10]=[CH:9][CH:8]=2)[C:3]=1[O:2][CH3:1])=[O:20]. The catalyst class is: 29. (4) Reactant: CS(O[CH2:6][C:7]1[CH:12]=[C:11]([O:13][C@H:14]2[CH2:19][CH2:18][C@@H:17]([N:20]3[CH2:23][C:22]([CH2:46][C:47]#[N:48])([N:24]4[CH:28]=[C:27]([C:29]5[C:30]6[CH:37]=[CH:36][N:35]([CH2:38][O:39][CH2:40][CH2:41][Si:42]([CH3:45])([CH3:44])[CH3:43])[C:31]=6[N:32]=[CH:33][N:34]=5)[CH:26]=[N:25]4)[CH2:21]3)[CH2:16][CH2:15]2)[N:10]=[C:9]([C:49]([F:52])([F:51])[F:50])[N:8]=1)(=O)=O.[CH3:53][NH:54][CH3:55]. Product: [CH3:53][N:54]([CH2:6][C:7]1[N:8]=[C:9]([C:49]([F:51])([F:52])[F:50])[N:10]=[C:11]([O:13][C@@H:14]2[CH2:19][CH2:18][C@H:17]([N:20]3[CH2:21][C:22]([CH2:46][C:47]#[N:48])([N:24]4[CH:28]=[C:27]([C:29]5[C:30]6[CH:37]=[CH:36][N:35]([CH2:38][O:39][CH2:40][CH2:41][Si:42]([CH3:44])([CH3:45])[CH3:43])[C:31]=6[N:32]=[CH:33][N:34]=5)[CH:26]=[N:25]4)[CH2:23]3)[CH2:16][CH2:15]2)[CH:12]=1)[CH3:55]. The catalyst class is: 7. (5) Reactant: [CH3:1][N:2]1[C:10]2[C:5](=[CH:6][CH:7]=[CH:8][CH:9]=2)[CH:4]=[C:3]1[C:11]([NH:13][CH:14]1[CH2:16][CH2:15]1)=O.[H-].[H-].[H-].[H-].[Li+].[Al+3]. Product: [CH3:1][N:2]1[C:10]2[C:5](=[CH:6][CH:7]=[CH:8][CH:9]=2)[CH:4]=[C:3]1[CH2:11][NH:13][CH2:14][CH2:15][CH3:16]. The catalyst class is: 1. (6) Reactant: [Si]([O:18][CH2:19][C@@H:20]([N:23]1[C@H:28]([C:29]2[CH:34]=[CH:33][C:32]([Cl:35])=[CH:31][CH:30]=2)[C@@H:27]([C:36]2[CH:41]=[CH:40][CH:39]=[C:38]([Cl:42])[CH:37]=2)[CH2:26][C@@:25]([CH2:44][C:45]([OH:47])=[O:46])([CH3:43])[C:24]1=[O:48])[CH2:21][CH3:22])(C(C)(C)C)(C1C=CC=CC=1)C1C=CC=CC=1.CCCC[N+](CCCC)(CCCC)CCCC.[F-]. Product: [Cl:42][C:38]1[CH:37]=[C:36]([C@@H:27]2[C@@H:28]([C:29]3[CH:34]=[CH:33][C:32]([Cl:35])=[CH:31][CH:30]=3)[N:23]([C@@H:20]([CH2:21][CH3:22])[CH2:19][OH:18])[C:24](=[O:48])[C@:25]([CH2:44][C:45]([OH:47])=[O:46])([CH3:43])[CH2:26]2)[CH:41]=[CH:40][CH:39]=1. The catalyst class is: 1. (7) Reactant: [F:1][C:2]1[CH:7]=[CH:6][CH:5]=[CH:4][C:3]=1[CH:8]([OH:19])[C:9]([C:11]1[CH:16]=[CH:15][C:14]([O:17][CH3:18])=[CH:13][CH:12]=1)=O.[C:20](#[N:24])[CH2:21][C:22]#[N:23].C(N(CC)CC)C.C(OCC)(=O)C. Product: [NH2:24][C:20]1[O:19][C:8]([C:3]2[CH:4]=[CH:5][CH:6]=[CH:7][C:2]=2[F:1])=[C:9]([C:11]2[CH:16]=[CH:15][C:14]([O:17][CH3:18])=[CH:13][CH:12]=2)[C:21]=1[C:22]#[N:23]. The catalyst class is: 1. (8) Reactant: [CH2:1]([NH:5][N:6]1[C:15]2[C:10](=[CH:11][CH:12]=[CH:13][CH:14]=2)[C:9]([OH:16])=[C:8]([C:17]2[NH:22][C:21]3[CH:23]=[CH:24][C:25]([OH:27])=[CH:26][C:20]=3[S:19](=[O:29])(=[O:28])[N:18]=2)[C:7]1=[O:30])[CH2:2][CH2:3][CH3:4].C(=O)([O-])[O-].[Cs+].[Cs+].Br[CH2:38][C:39]([NH2:41])=[O:40]. Product: [CH2:1]([NH:5][N:6]1[C:15]2[C:10](=[CH:11][CH:12]=[CH:13][CH:14]=2)[C:9]([OH:16])=[C:8]([C:17]2[NH:22][C:21]3[CH:23]=[CH:24][C:25]([O:27][CH2:38][C:39]([NH2:41])=[O:40])=[CH:26][C:20]=3[S:19](=[O:28])(=[O:29])[N:18]=2)[C:7]1=[O:30])[CH2:2][CH2:3][CH3:4]. The catalyst class is: 711.